From a dataset of Reaction yield outcomes from USPTO patents with 853,638 reactions. Predict the reaction yield, written as a fraction of the theoretical maximum amount of product (1.0 means a 100% yield; for example, 0.34 means a 34% yield). (1) The reactants are Br[C:2]1[N:3]=[CH:4][C:5]([N:8]([CH3:31])[C@@H:9]2[CH2:13][CH2:12][N:11]([C:14]3[C:15]4[CH:22]=[CH:21][N:20]([CH2:23][O:24][CH2:25][CH2:26][Si:27]([CH3:30])([CH3:29])[CH3:28])[C:16]=4[N:17]=[CH:18][N:19]=3)[CH2:10]2)=[N:6][CH:7]=1.[O-]CC.[Na+].O. The catalyst is CCO. The product is [CH3:31][N:8]([C@@H:9]1[CH2:13][CH2:12][N:11]([C:14]2[C:15]3[CH:22]=[CH:21][N:20]([CH2:23][O:24][CH2:25][CH2:26][Si:27]([CH3:28])([CH3:30])[CH3:29])[C:16]=3[N:17]=[CH:18][N:19]=2)[CH2:10]1)[C:5]1[CH:4]=[N:3][CH:2]=[CH:7][N:6]=1. The yield is 0.478. (2) The yield is 0.560. No catalyst specified. The reactants are Cl[C:2]1[CH:7]=[C:6]([C:8]([NH:10][C:11]2[CH:16]=[C:15]([NH:17][C:18]([C:20]3[CH:25]=[CH:24][N:23]=[C:22]([N:26]4[CH2:31][CH2:30][O:29][CH2:28][CH2:27]4)[CH:21]=3)=[O:19])[CH:14]=[CH:13][C:12]=2[CH3:32])=[O:9])[CH:5]=[CH:4][N:3]=1.[CH3:33][N:34]([CH3:40])[CH2:35][CH2:36][CH2:37][NH:38][CH3:39]. The product is [CH3:33][N:34]([CH3:40])[CH2:35][CH2:36][CH2:37][N:38]([C:2]1[CH:7]=[C:6]([C:8]([NH:10][C:11]2[CH:16]=[C:15]([NH:17][C:18]([C:20]3[CH:25]=[CH:24][N:23]=[C:22]([N:26]4[CH2:27][CH2:28][O:29][CH2:30][CH2:31]4)[CH:21]=3)=[O:19])[CH:14]=[CH:13][C:12]=2[CH3:32])=[O:9])[CH:5]=[CH:4][N:3]=1)[CH3:39]. (3) The reactants are C[C:2]([N:5]([C@H:9]1[CH2:13][C:12](=[O:14])[N:11]([CH3:15])[CH2:10]1)C(=O)[O-])([CH3:4])[CH3:3].[Cl:16][C:17]1C=C(F)C=[CH:21][C:18]=1[C:19]#[N:20].C([O-])(O)=O.[Na+]. The catalyst is Cl.O1CCOCC1. The product is [Cl:16][C:17]1[CH:3]=[C:2]([NH:5][C@H:9]2[CH2:13][C:12](=[O:14])[N:11]([CH3:15])[CH2:10]2)[CH:4]=[CH:21][C:18]=1[C:19]#[N:20]. The yield is 0.530. (4) The reactants are [CH3:1][O:2][C:3]1[CH:8]=[CH:7][C:6]([O:9][CH3:10])=[CH:5][C:4]=1[NH:11][C:12]([CH:14]1[CH2:19][CH2:18][CH2:17][CH2:16][CH2:15]1)=O.COC1C=CC(P2(SP(C3C=CC(OC)=CC=3)(=S)S2)=[S:29])=CC=1.O. The catalyst is C1(C)C=CC=CC=1. The product is [CH3:1][O:2][C:3]1[CH:8]=[CH:7][C:6]([O:9][CH3:10])=[CH:5][C:4]=1[NH:11][C:12]([CH:14]1[CH2:19][CH2:18][CH2:17][CH2:16][CH2:15]1)=[S:29]. The yield is 0.810. (5) The reactants are C[O:2][C:3]([C:5]1[C:6]([C:14]2[CH:19]=[CH:18][C:17]([O:20][CH2:21][C:22]3[CH:27]=[CH:26][CH:25]=[CH:24][CH:23]=3)=[CH:16][C:15]=2[O:28][CH3:29])=[CH:7][CH:8]=[C:9]([C:11](=[O:13])[CH3:12])[CH:10]=1)=[O:4].[OH-].[Na+].CO.Cl. The catalyst is O. The product is [C:11]([C:9]1[CH:10]=[C:5]([C:3]([OH:4])=[O:2])[C:6]([C:14]2[CH:19]=[CH:18][C:17]([O:20][CH2:21][C:22]3[CH:27]=[CH:26][CH:25]=[CH:24][CH:23]=3)=[CH:16][C:15]=2[O:28][CH3:29])=[CH:7][CH:8]=1)(=[O:13])[CH3:12]. The yield is 0.690.